Regression. Given two drug SMILES strings and cell line genomic features, predict the synergy score measuring deviation from expected non-interaction effect. From a dataset of NCI-60 drug combinations with 297,098 pairs across 59 cell lines. Drug 1: CCN(CC)CCNC(=O)C1=C(NC(=C1C)C=C2C3=C(C=CC(=C3)F)NC2=O)C. Drug 2: C(CC(=O)O)C(=O)CN.Cl. Cell line: HL-60(TB). Synergy scores: CSS=7.61, Synergy_ZIP=-3.53, Synergy_Bliss=0.150, Synergy_Loewe=-7.02, Synergy_HSA=-4.71.